From a dataset of Reaction yield outcomes from USPTO patents with 853,638 reactions. Predict the reaction yield, written as a fraction of the theoretical maximum amount of product (1.0 means a 100% yield; for example, 0.34 means a 34% yield). (1) The reactants are N(C(OC(C)(C)C)=O)=NC(OC(C)(C)C)=O.[CH2:17]([O:19][C:20]([N:22]1[CH2:27][CH2:26][C:25]2[N:28]=[C:29]([CH2:31][OH:32])[O:30][C:24]=2[CH2:23]1)=[O:21])[CH3:18].[C:33]1(O)[CH:38]=[CH:37][CH:36]=[CH:35][CH:34]=1.C1(P(C2C=CC=CC=2)C2C=CC=CC=2)C=CC=CC=1. The catalyst is C1COCC1. The product is [CH2:17]([O:19][C:20]([N:22]1[CH2:27][CH2:26][C:25]2[N:28]=[C:29]([CH2:31][O:32][C:33]3[CH:38]=[CH:37][CH:36]=[CH:35][CH:34]=3)[O:30][C:24]=2[CH2:23]1)=[O:21])[CH3:18]. The yield is 1.00. (2) The reactants are Br[C:2]1[S:6][CH:5]=[N:4][C:3]=1[C:7]([O:9]C)=O.Cl.N[C:13]1[C:18]([C:19]([O:21][CH3:22])=[O:20])=[CH:17][CH:16]=[CH:15][C:14]=1B(O)O.C([O-])(=O)C.[Na+].O.C[N:33](C=O)C. The yield is 0.390. The product is [O:9]=[C:7]1[C:3]2[N:4]=[CH:5][S:6][C:2]=2[C:15]2[CH:16]=[CH:17][C:18]([C:19]([O:21][CH3:22])=[O:20])=[CH:13][C:14]=2[NH:33]1. The catalyst is C1C=CC(P(C2C=CC=CC=2)[C-]2C=CC=C2)=CC=1.C1C=CC(P(C2C=CC=CC=2)[C-]2C=CC=C2)=CC=1.Cl[Pd]Cl.[Fe+2]. (3) The reactants are [C:1]([NH2:12])(=[O:11])[CH2:2][CH2:3][CH2:4][CH2:5][CH2:6][CH2:7][CH2:8][CH2:9][CH3:10].[CH2:13]([N:15]([CH2:24][CH3:25])[C:16]1[CH:23]=[CH:22][C:19]([CH:20]=O)=[CH:18][CH:17]=1)[CH3:14]. No catalyst specified. The product is [CH2:13]([N:15]([CH2:24][CH3:25])[C:16]1[CH:23]=[CH:22][C:19]([CH:20]([NH:12][C:1](=[O:11])[CH2:2][CH2:3][CH2:4][CH2:5][CH2:6][CH2:7][CH2:8][CH2:9][CH3:10])[NH:12][C:1](=[O:11])[CH2:2][CH2:3][CH2:4][CH2:5][CH2:6][CH2:7][CH2:8][CH2:9][CH3:10])=[CH:18][CH:17]=1)[CH3:14]. The yield is 0.560. (4) The reactants are [C@@H:1]1([NH:10][C:11]2[C:12]3[CH:19]=[CH:18][N:17]([C@H:20]4[C@H:36]([OH:37])[C@@H:23]5[O:24][CH:25]([C:28]6[CH:33]=[CH:32][C:31]([O:34][CH3:35])=[CH:30][CH:29]=6)[O:26][CH2:27][C@@H:22]5[CH2:21]4)[C:13]=3[N:14]=[CH:15][N:16]=2)[C:9]2[C:4](=[CH:5][CH:6]=[CH:7][CH:8]=2)[CH2:3][CH2:2]1.[CH:38]1[CH:43]=[CH:42][C:41]([O:44][C:45](Cl)=[S:46])=[CH:40][CH:39]=1. The catalyst is C(Cl)Cl.CN(C)C1C=CN=CC=1. The product is [C:45](=[S:46])([O:44][C:41]1[CH:42]=[CH:43][CH:38]=[CH:39][CH:40]=1)[O:37][C@@H:36]1[C@@H:23]2[O:24][CH:25]([C:28]3[CH:29]=[CH:30][C:31]([O:34][CH3:35])=[CH:32][CH:33]=3)[O:26][CH2:27][C@@H:22]2[CH2:21][C@H:20]1[N:17]1[C:13]2[N:14]=[CH:15][N:16]=[C:11]([NH:10][C@@H:1]3[C:9]4[C:4](=[CH:5][CH:6]=[CH:7][CH:8]=4)[CH2:3][CH2:2]3)[C:12]=2[CH:19]=[CH:18]1. The yield is 0.990. (5) The reactants are [CH2:1]([O:3][C:4](=[O:25])[C:5]1[CH:10]=[C:9]([N:11]2[C:15]([CH3:16])=[CH:14][CH:13]=[C:12]2[C:17]2[CH:22]=[C:21]([Br:23])[CH:20]=[CH:19][C:18]=2[OH:24])[CH:8]=[N:7][CH:6]=1)[CH3:2].[F:26][C:27]1[CH:34]=[C:33]([F:35])[CH:32]=[CH:31][C:28]=1[CH2:29]Br.C(=O)([O-])[O-].[K+].[K+]. The catalyst is CN(C=O)C.CCOC(C)=O.O. The product is [CH2:1]([O:3][C:4](=[O:25])[C:5]1[CH:10]=[C:9]([N:11]2[C:15]([CH3:16])=[CH:14][CH:13]=[C:12]2[C:17]2[CH:22]=[C:21]([Br:23])[CH:20]=[CH:19][C:18]=2[O:24][CH2:29][C:28]2[CH:31]=[CH:32][C:33]([F:35])=[CH:34][C:27]=2[F:26])[CH:8]=[N:7][CH:6]=1)[CH3:2]. The yield is 0.920. (6) The reactants are C(O[C:6]([N:8]1[CH2:13][CH2:12][N:11]([C:14]2[C:18]3[CH:19]=[CH:20][CH:21]=[CH:22][C:17]=3[O:16][N:15]=2)[CH2:10][CH2:9]1)=O)(C)(C)C.FC(F)(F)C(O)=O.[O:30]1C[CH:31]1[CH2:33][N:34]1[C:42]2[CH2:41][CH2:40][N:39]([C:43](=[O:45])[CH3:44])[CH2:38][C:37]=2[C:36]([C:46]2[CH:51]=[CH:50][C:49]([C:52]([F:55])([F:54])[F:53])=[CH:48][CH:47]=2)=[N:35]1. The yield is 0.680. The catalyst is C(Cl)Cl. The product is [O:16]1[C:17]2[CH:22]=[CH:21][CH:20]=[CH:19][C:18]=2[C:14]([N:11]2[CH2:10][CH2:9][N:8]([CH2:6][CH:31]([OH:30])[CH2:33][N:34]3[C:42]4[CH2:41][CH2:40][N:39]([C:43](=[O:45])[CH3:44])[CH2:38][C:37]=4[C:36]([C:46]4[CH:51]=[CH:50][C:49]([C:52]([F:55])([F:54])[F:53])=[CH:48][CH:47]=4)=[N:35]3)[CH2:13][CH2:12]2)=[N:15]1. (7) The reactants are C[Si]([N-][Si](C)(C)C)(C)C.[K+].[Cl:11][C:12]1[CH:21]=[C:20]2[C:15]([CH2:16][CH2:17][N:18]([C:23]3[CH:24]=[N:25][CH:26]=[CH:27][C:28]=3[CH3:29])[C:19]2=[O:22])=[CH:14][C:13]=1[OH:30].C1(N[S:38]([C:41]([F:44])([F:43])[F:42])(=[O:40])=[O:39])C=CC=CC=1.CO. The catalyst is C1COCC1.C(Cl)(Cl)Cl. The product is [F:42][C:41]([F:44])([F:43])[S:38]([O:30][C:13]1[CH:14]=[C:15]2[C:20](=[CH:21][C:12]=1[Cl:11])[C:19](=[O:22])[N:18]([C:23]1[CH:24]=[N:25][CH:26]=[CH:27][C:28]=1[CH3:29])[CH2:17][CH2:16]2)(=[O:40])=[O:39]. The yield is 0.700. (8) The reactants are Cl[C:2]1[N:7]2[N:8]=[C:9]([C:14]3[CH:19]=[CH:18][C:17]([F:20])=[CH:16][CH:15]=3)[C:10]([C:11](=[O:13])[CH3:12])=[C:6]2[CH:5]=[CH:4][CH:3]=1.C(=O)([O-])[O-].[Cs+].[Cs+].[CH:27]1([NH2:32])[CH2:31][CH2:30][CH2:29][CH2:28]1.CCOCC. The catalyst is C1(C)C=CC=CC=1.C([O-])(=O)C.[Pd+2].C([O-])(=O)C.C1C=CC(P(C2C(C3C(P(C4C=CC=CC=4)C4C=CC=CC=4)=CC=C4C=3C=CC=C4)=C3C(C=CC=C3)=CC=2)C2C=CC=CC=2)=CC=1. The product is [CH:27]1([NH:32][C:2]2[N:7]3[N:8]=[C:9]([C:14]4[CH:19]=[CH:18][C:17]([F:20])=[CH:16][CH:15]=4)[C:10]([C:11](=[O:13])[CH3:12])=[C:6]3[CH:5]=[CH:4][CH:3]=2)[CH2:31][CH2:30][CH2:29][CH2:28]1. The yield is 0.950.